This data is from Catalyst prediction with 721,799 reactions and 888 catalyst types from USPTO. The task is: Predict which catalyst facilitates the given reaction. Reactant: [Br:1][C:2]1[CH:3]=[C:4]([S:9](Cl)(=[O:11])=[O:10])[CH:5]=[C:6]([CH3:8])[CH:7]=1.[CH3:13][NH:14][CH3:15]. Product: [Br:1][C:2]1[CH:3]=[C:4]([S:9]([N:14]([CH3:15])[CH3:13])(=[O:11])=[O:10])[CH:5]=[C:6]([CH3:8])[CH:7]=1. The catalyst class is: 4.